Dataset: Peptide-MHC class I binding affinity with 185,985 pairs from IEDB/IMGT. Task: Regression. Given a peptide amino acid sequence and an MHC pseudo amino acid sequence, predict their binding affinity value. This is MHC class I binding data. The peptide sequence is ISDSNPYLTQW. The MHC is HLA-B42:01 with pseudo-sequence HLA-B42:01. The binding affinity (normalized) is 0.